This data is from Forward reaction prediction with 1.9M reactions from USPTO patents (1976-2016). The task is: Predict the product of the given reaction. (1) Given the reactants [Br:1][C:2]1[CH:7]=[CH:6][C:5]([NH:8][C:9]2[C:10]([C:17]([OH:19])=O)=[CH:11][N:12]([CH3:16])[C:13](=[O:15])[CH:14]=2)=[C:4]([F:20])[CH:3]=1.CCN=C=NCCCN(C)C.C1C=CC2N(O)N=NC=2C=1.[CH:42]([O:44][CH2:45][CH2:46][O:47][NH2:48])=[CH2:43].CCN(CC)CC, predict the reaction product. The product is: [CH:42]([O:44][CH2:45][CH2:46][O:47][NH:48][C:17]([C:10]1[C:9]([NH:8][C:5]2[CH:6]=[CH:7][C:2]([Br:1])=[CH:3][C:4]=2[F:20])=[CH:14][C:13](=[O:15])[N:12]([CH3:16])[CH:11]=1)=[O:19])=[CH2:43]. (2) Given the reactants [CH2:1]([Li])CCC.Cl[C:7]1[CH:8]=[C:9]([CH2:13][C:14]2[S:18][CH:17]=[C:16]([C:19](O)=[O:20])[C:15]=2[O:22][CH2:23][CH2:24][O:25][Si](C(C)(C)C)(C)C)[CH:10]=[CH:11][CH:12]=1.CO[CH2:35][C:36]([N:38](OC)[CH3:39])=[O:37].[Cl-:42].[NH4+:43], predict the reaction product. The product is: [Cl:42][C:7]1[CH:8]=[C:9]([CH2:13][C:14]2[S:18][C:17]3[C:16]([CH2:19][O:20][CH3:1])=[N:43][N:38]([CH3:39])[C:36](=[O:37])[C:35]=3[C:15]=2[O:22][CH2:23][CH2:24][OH:25])[CH:10]=[CH:11][CH:12]=1.